This data is from Full USPTO retrosynthesis dataset with 1.9M reactions from patents (1976-2016). The task is: Predict the reactants needed to synthesize the given product. (1) The reactants are: [CH3:1][C@@H:2]1[N:7]([C:8]2[C:9]3[CH2:24][CH2:23][N:22]([C:25]4[N:30]=[CH:29][CH:28]=[CH:27][N:26]=4)[CH2:21][C:10]=3[N:11]=[C:12]([C:14]3[CH:20]=[CH:19][C:17]([NH2:18])=[CH:16][CH:15]=3)[N:13]=2)[CH2:6][CH2:5][O:4][CH2:3]1.[O:31]1CCN(C2C3CNC(C4N=CC=CN=4)CC=3N=C(C3C=CC(N)=CC=3)N=2)C[CH2:32]1.[CH3:60][N:61]1[CH:65]=[CH:64][C:63]([NH2:66])=[N:62]1.C1(CN)CC1. Given the product [CH3:60][N:61]1[CH:65]=[CH:64][C:63]([NH:66][C:32]([NH:18][C:17]2[CH:19]=[CH:20][C:14]([C:12]3[N:13]=[C:8]([N:7]4[CH2:6][CH2:5][O:4][CH2:3][C@@H:2]4[CH3:1])[C:9]4[CH2:24][CH2:23][N:22]([C:25]5[N:26]=[CH:27][CH:28]=[CH:29][N:30]=5)[CH2:21][C:10]=4[N:11]=3)=[CH:15][CH:16]=2)=[O:31])=[N:62]1, predict the reactants needed to synthesize it. (2) The reactants are: C(OC(=O)[NH:7][C:8]1[CH:13]=[C:12]([O:14][CH2:15][C:16]([F:19])([F:18])[F:17])[CH:11]=[CH:10][C:9]=1[NH:20][C:21](=[O:37])[CH2:22][C:23](=O)[C:24]1[CH:29]=[CH:28][CH:27]=[C:26]([C:30]2[CH:35]=[CH:34][CH:33]=[CH:32][N:31]=2)[CH:25]=1)(C)(C)C.C(O)(C(F)(F)F)=O. Given the product [N:31]1[CH:32]=[CH:33][CH:34]=[CH:35][C:30]=1[C:26]1[CH:25]=[C:24]([C:23]2[CH2:22][C:21](=[O:37])[NH:20][C:9]3[CH:10]=[CH:11][C:12]([O:14][CH2:15][C:16]([F:19])([F:18])[F:17])=[CH:13][C:8]=3[N:7]=2)[CH:29]=[CH:28][CH:27]=1, predict the reactants needed to synthesize it. (3) Given the product [Br:1][C:2]1[CH:3]=[CH:4][C:5]([C:8]2[O:12][N:11]=[C:10]([CH3:13])[C:9]=2[CH2:14][O:15][C:24](=[O:25])[NH:23][CH2:16][C:17]2[CH:22]=[CH:21][CH:20]=[CH:19][CH:18]=2)=[CH:6][CH:7]=1, predict the reactants needed to synthesize it. The reactants are: [Br:1][C:2]1[CH:7]=[CH:6][C:5]([C:8]2[O:12][N:11]=[C:10]([CH3:13])[C:9]=2[CH2:14][OH:15])=[CH:4][CH:3]=1.[CH2:16]([N:23]=[C:24]=[O:25])[C:17]1[CH:22]=[CH:21][CH:20]=[CH:19][CH:18]=1.